This data is from Forward reaction prediction with 1.9M reactions from USPTO patents (1976-2016). The task is: Predict the product of the given reaction. (1) Given the reactants [SH:1][C:2]1[NH:3][C:4]2[CH:10]=[CH:9][CH:8]=[CH:7][C:5]=2[N:6]=1.Br[CH2:12][C:13](=[O:19])[C:14]([O:16][CH2:17][CH3:18])=[O:15], predict the reaction product. The product is: [CH2:17]([O:16][C:14](=[O:15])[C:13](=[O:19])[CH2:12][S:1][C:2]1[NH:6][C:5]2[CH:7]=[CH:8][CH:9]=[CH:10][C:4]=2[N:3]=1)[CH3:18]. (2) Given the reactants [Br:1][C:2]1[C:3]([OH:11])=[C:4]([C:7]([O:9][CH3:10])=[O:8])[S:5][CH:6]=1.O[C@H:13]([CH3:23])[CH2:14][NH:15][C:16](=[O:22])[O:17][C:18]([CH3:21])([CH3:20])[CH3:19].C(P(CCCC)CCCC)CCC.N(C(OCC)=O)=NC(OCC)=O, predict the reaction product. The product is: [Br:1][C:2]1[C:3]([O:11][C@@H:13]([CH3:23])[CH2:14][NH:15][C:16]([O:17][C:18]([CH3:21])([CH3:20])[CH3:19])=[O:22])=[C:4]([C:7]([O:9][CH3:10])=[O:8])[S:5][CH:6]=1. (3) Given the reactants C(OC(=O)[NH:7][CH2:8][CH2:9][O:10][C:11]1[CH:16]=[CH:15][C:14]([CH2:17][C:18]2[NH:22][C:21]([CH3:23])=[N:20][N:19]=2)=[CH:13][CH:12]=1)(C)(C)C.FC(F)(F)C(O)=O, predict the reaction product. The product is: [CH3:23][C:21]1[NH:22][C:18]([CH2:17][C:14]2[CH:15]=[CH:16][C:11]([O:10][CH2:9][CH2:8][NH2:7])=[CH:12][CH:13]=2)=[N:19][N:20]=1.